This data is from Catalyst prediction with 721,799 reactions and 888 catalyst types from USPTO. The task is: Predict which catalyst facilitates the given reaction. Reactant: [Br:1][C:2]1[CH:7]=[CH:6][C:5]([C:8](=[N:13][OH:14])[C:9]([F:12])([F:11])[F:10])=[C:4](F)[CH:3]=1.N12CCCN=C1CCCCC2.C1COCC1. Product: [Br:1][C:2]1[CH:7]=[CH:6][C:5]2[C:8]([C:9]([F:12])([F:11])[F:10])=[N:13][O:14][C:4]=2[CH:3]=1. The catalyst class is: 2.